This data is from Forward reaction prediction with 1.9M reactions from USPTO patents (1976-2016). The task is: Predict the product of the given reaction. (1) Given the reactants [F:1][C:2]([F:33])([F:32])[C:3]1[CH:4]=[C:5]([CH:29]=[CH:30][CH:31]=1)[CH2:6][NH:7][C:8](=[O:28])[C:9]1[CH:14]=[CH:13][N:12]=[C:11]([C:15]2[CH:20]=[C:19]([N:21]3[CH2:26][CH2:25][CH2:24][CH2:23][CH2:22]3)[CH:18]=[CH:17][C:16]=2[NH2:27])[CH:10]=1.[OH:34][C:35]1[CH:36]=[C:37]([CH:41]=[CH:42][CH:43]=1)[C:38](O)=[O:39].C(N(C(C)C)CC)(C)C.CN(C(ON1N=NC2C=CC=NC1=2)=[N+](C)C)C.F[P-](F)(F)(F)(F)F, predict the reaction product. The product is: [OH:34][C:35]1[CH:36]=[C:37]([CH:41]=[CH:42][CH:43]=1)[C:38]([NH:27][C:16]1[CH:17]=[CH:18][C:19]([N:21]2[CH2:26][CH2:25][CH2:24][CH2:23][CH2:22]2)=[CH:20][C:15]=1[C:11]1[CH:10]=[C:9]([CH:14]=[CH:13][N:12]=1)[C:8]([NH:7][CH2:6][C:5]1[CH:29]=[CH:30][CH:31]=[C:3]([C:2]([F:1])([F:32])[F:33])[CH:4]=1)=[O:28])=[O:39]. (2) Given the reactants O[C:2]1[C:11]2[C:6](=[CH:7][CH:8]=[CH:9][CH:10]=2)[CH:5]=[N:4][C:3]=1[N+]([O-])=O.P(Cl)(Cl)[Cl:16], predict the reaction product. The product is: [Cl:16][C:3]1[CH:2]=[CH:11][C:6]2[C:5](=[CH:10][CH:9]=[CH:8][CH:7]=2)[N:4]=1. (3) Given the reactants C[N:2]([CH:4]=[CH:5][C:6]([C:8]1[CH:13]=[CH:12][C:11]([Br:14])=[CH:10][CH:9]=1)=O)[CH3:3].[CH3:15][O:16][C:17]1[CH:18]=[C:19]([C:23]2[C:24]([C:29]3[CH:34]=[CH:33][N:32]=[CH:31][CH:30]=3)=[N:25][NH:26]C=2N)[CH:20]=[CH:21][CH:22]=1, predict the reaction product. The product is: [Br:14][C:11]1[CH:10]=[CH:9][C:8]([C:6]2[N:26]3[N:25]=[C:24]([C:29]4[CH:34]=[CH:33][N:32]=[CH:31][CH:30]=4)[C:23]([C:19]4[CH:20]=[CH:21][CH:22]=[C:17]([O:16][CH3:15])[CH:18]=4)=[C:3]3[N:2]=[CH:4][CH:5]=2)=[CH:13][CH:12]=1. (4) Given the reactants [Cl:1][CH2:2][C:3]1[CH:4]=[C:5]([CH:9]=[CH:10][CH:11]=1)[C:6](Cl)=[O:7].[F:12][C:13]([F:44])([F:43])[C:14]1[CH:15]=[C:16]([CH:40]=[CH:41][CH:42]=1)[CH2:17][NH:18][C:19](=[O:39])[C:20]1[CH:25]=[CH:24][N:23]=[C:22]([C:26]2[CH:31]=[C:30]([N:32]3[CH2:37][CH2:36][CH2:35][CH2:34][CH2:33]3)[CH:29]=[CH:28][C:27]=2[NH2:38])[CH:21]=1.C(N(C(C)C)CC)(C)C.ClCCl, predict the reaction product. The product is: [Cl:1][CH2:2][C:3]1[CH:4]=[C:5]([CH:9]=[CH:10][CH:11]=1)[C:6]([NH:38][C:27]1[CH:28]=[CH:29][C:30]([N:32]2[CH2:33][CH2:34][CH2:35][CH2:36][CH2:37]2)=[CH:31][C:26]=1[C:22]1[CH:21]=[C:20]([CH:25]=[CH:24][N:23]=1)[C:19]([NH:18][CH2:17][C:16]1[CH:40]=[CH:41][CH:42]=[C:14]([C:13]([F:44])([F:12])[F:43])[CH:15]=1)=[O:39])=[O:7].